Dataset: Full USPTO retrosynthesis dataset with 1.9M reactions from patents (1976-2016). Task: Predict the reactants needed to synthesize the given product. (1) Given the product [NH2:6][C:9]1[CH:10]=[CH:11][C:12]([C:15]2[NH:19][N:18]=[C:17]([CH2:20][CH2:21][C:22]([O:24][C:25]([CH3:28])([CH3:27])[CH3:26])=[O:23])[N:16]=2)=[CH:13][CH:14]=1, predict the reactants needed to synthesize it. The reactants are: O.O.[Sn](Cl)Cl.[N+:6]([C:9]1[CH:14]=[CH:13][C:12]([C:15]2[NH:19][N:18]=[C:17]([CH2:20][CH2:21][C:22]([O:24][C:25]([CH3:28])([CH3:27])[CH3:26])=[O:23])[N:16]=2)=[CH:11][CH:10]=1)([O-])=O.C(=O)([O-])[O-].[Na+].[Na+]. (2) Given the product [Cl:15][C:16]1[CH:21]=[CH:20][CH:19]=[CH:18][C:17]=1[C:22]([C:24]1[C:25]([C:30]2[N:3]=[N:2][N:1]([CH2:4][C:5]3[CH:10]=[CH:9][CH:8]=[C:7]([C:11]([F:13])([F:12])[F:14])[CH:6]=3)[C:31]=2[C:32]2[CH:37]=[CH:36][N:35]=[CH:34][CH:33]=2)=[N:26][CH:27]=[CH:28][CH:29]=1)=[O:23], predict the reactants needed to synthesize it. The reactants are: [N:1]([CH2:4][C:5]1[CH:10]=[CH:9][CH:8]=[C:7]([C:11]([F:14])([F:13])[F:12])[CH:6]=1)=[N+:2]=[N-:3].[Cl:15][C:16]1[CH:21]=[CH:20][CH:19]=[CH:18][C:17]=1[C:22]([C:24]1[C:25]([C:30]#[C:31][C:32]2[CH:37]=[CH:36][N:35]=[CH:34][CH:33]=2)=[N:26][CH:27]=[CH:28][CH:29]=1)=[O:23]. (3) The reactants are: [CH3:1][O:2][C:3]([C:5]1[S:6][C:7]([CH:27]2[CH2:32][CH2:31][CH2:30][CH:29]=[CH:28]2)=[CH:8][C:9]=1[N:10]([C:18]([C@H:20]1[CH2:25][CH2:24][C@H:23]([CH3:26])[CH2:22][CH2:21]1)=[O:19])[CH:11]1[CH2:16][CH2:15][C:14](=[O:17])[CH2:13][CH2:12]1)=[O:4].[BH4-].[Na+].Cl. Given the product [CH3:1][O:2][C:3]([C:5]1[S:6][C:7]([CH:27]2[CH2:32][CH2:31][CH2:30][CH:29]=[CH:28]2)=[CH:8][C:9]=1[N:10]([C@H:11]1[CH2:16][CH2:15][C@H:14]([OH:17])[CH2:13][CH2:12]1)[C:18]([C@H:20]1[CH2:21][CH2:22][C@H:23]([CH3:26])[CH2:24][CH2:25]1)=[O:19])=[O:4], predict the reactants needed to synthesize it. (4) Given the product [CH3:6][O:7][CH2:2][CH2:1][C:3]([O:17][CH3:14])([O:4][CH3:20])[CH3:5], predict the reactants needed to synthesize it. The reactants are: [CH:1]([C:3]([CH3:5])=[O:4])=[CH2:2].[CH3:6][O:7]C(OC)OC.Cl.[C:14]([O-:17])([O-])=O.[K+].[K+].[CH3:20]O.